Dataset: Reaction yield outcomes from USPTO patents with 853,638 reactions. Task: Predict the reaction yield, written as a fraction of the theoretical maximum amount of product (1.0 means a 100% yield; for example, 0.34 means a 34% yield). (1) The reactants are [Cl:1][C:2]1[CH:7]=[CH:6][C:5]([CH2:8][C:9]#[N:10])=[CH:4][C:3]=1[OH:11].C([O-])([O-])=O.[K+].[K+].[CH:18]1[CH:23]=[CH:22][C:21]([CH2:24]Br)=[CH:20][CH:19]=1. The catalyst is CC#N. The product is [CH2:24]([O:11][C:3]1[CH:4]=[C:5]([CH2:8][C:9]#[N:10])[CH:6]=[CH:7][C:2]=1[Cl:1])[C:21]1[CH:22]=[CH:23][CH:18]=[CH:19][CH:20]=1. The yield is 0.600. (2) The reactants are [N+:1]([C:4]1[CH:5]=[N:6][CH:7]=[CH:8][C:9]=1[NH2:10])([O-:3])=[O:2].CC([O-])=O.[Na+].[Br:16]Br.C([O-])(O)=O.[Na+]. The catalyst is O.C(O)(=O)C. The product is [Br:16][C:8]1[CH:7]=[N:6][CH:5]=[C:4]([N+:1]([O-:3])=[O:2])[C:9]=1[NH2:10]. The yield is 0.870. (3) The reactants are [Cl:1][C:2]1[N:7]=[CH:6][C:5]([CH2:8][NH:9][CH2:10][CH:11]([F:13])[F:12])=[CH:4][CH:3]=1.S([O-])(O)(=O)=[O:15].[K+].[OH2:20].ClCCl.[C:24](#N)[CH2:25][CH2:26][CH3:27]. No catalyst specified. The product is [Cl:1][C:2]1[N:7]=[CH:6][C:5]([CH2:8][N:9]([CH2:10][CH:11]([F:13])[F:12])[C:26]2[CH2:27][O:20][C:24](=[O:15])[CH:25]=2)=[CH:4][CH:3]=1. The yield is 0.920. (4) The reactants are [N+:1]([C:4]1[CH:12]=[C:11]2[C:7]([CH:8]=[N:9][NH:10]2)=[CH:6][CH:5]=1)([O-:3])=[O:2].[H-].[Na+].I[C:16](C)([CH3:18])[CH3:17]. The catalyst is CN(C)C=O. The product is [CH:16]([N:10]1[C:11]2[C:7](=[CH:6][CH:5]=[C:4]([N+:1]([O-:3])=[O:2])[CH:12]=2)[CH:8]=[N:9]1)([CH3:18])[CH3:17]. The yield is 0.400. (5) The reactants are [F:1][C:2]1[CH:7]=[CH:6][C:5]([O:8][C:9]2[CH:14]=[CH:13][CH:12]=[CH:11][C:10]=2[N+:15]([O-])=O)=[C:4]([O:18][CH3:19])[CH:3]=1.[Cl-].[NH4+]. The catalyst is CO.O.[Cl-].[Zn+2].[Cl-]. The product is [F:1][C:2]1[CH:7]=[CH:6][C:5]([O:8][C:9]2[CH:14]=[CH:13][CH:12]=[CH:11][C:10]=2[NH2:15])=[C:4]([O:18][CH3:19])[CH:3]=1. The yield is 1.00. (6) The reactants are [C:1]1([C:3](=[CH:5][CH:6]=[CH:7][CH:8]=1)[OH:4])[OH:2].[OH2:9].S(=O)(=O)(O)O. The catalyst is [O-2].[O-2].[O-2].[Fe+2].[Fe+2].C(#N)C. The product is [OH:2][C:1]1[C:3]([OH:4])=[CH:5][C:6]2[C:3]3[C:1](=[CH:8][C:7]([OH:9])=[C:6]([OH:9])[CH:5]=3)[C:7]3[C:6](=[CH:5][C:3]([OH:4])=[C:1]([OH:2])[CH:8]=3)[C:7]=2[CH:8]=1. The yield is 0.455. (7) The reactants are C(O)(=O)C.CC1(C)[O:11][C:10]2[CH:12]=[CH:13][C:14]([CH:16]([OH:36])[CH2:17][NH:18][CH2:19][CH2:20][CH2:21][CH2:22][CH2:23][CH2:24][O:25][CH2:26][CH2:27][CH2:28][CH2:29][C:30]3[CH:35]=[CH:34][CH:33]=[CH:32][CH:31]=3)=[CH:15][C:9]=2[CH2:8][O:7]1.[OH:38][C:39]1[C:48]2[C:43](=[CH:44][CH:45]=[CH:46][CH:47]=2)[CH:42]=[CH:41][C:40]=1[C:49]([OH:51])=[O:50]. The catalyst is O. The product is [OH:38][C:39]1[C:48]2[C:43](=[CH:44][CH:45]=[CH:46][CH:47]=2)[CH:42]=[CH:41][C:40]=1[C:49]([O-:51])=[O:50].[OH:36][CH:16]([C:14]1[CH:13]=[CH:12][C:10]([OH:11])=[C:9]([CH2:8][OH:7])[CH:15]=1)[CH2:17][NH2+:18][CH2:19][CH2:20][CH2:21][CH2:22][CH2:23][CH2:24][O:25][CH2:26][CH2:27][CH2:28][CH2:29][C:30]1[CH:35]=[CH:34][CH:33]=[CH:32][CH:31]=1. The yield is 0.390. (8) The product is [C:1]1([C:31]2[CH:36]=[CH:35][CH:34]=[CH:33][CH:32]=2)[CH:6]=[CH:5][C:4]([S:7]([N:10]2[CH2:14][CH2:13][S:12][CH:11]2[C:15]([Cl:63])=[O:16])(=[O:9])=[O:8])=[CH:3][CH:2]=1. The yield is 1.00. The catalyst is C(Cl)Cl. The reactants are [C:1]1([C:31]2[CH:36]=[CH:35][CH:34]=[CH:33][CH:32]=2)[CH:6]=[CH:5][C:4]([S:7]([N:10]2[CH2:14][CH2:13][S:12][CH:11]2[C:15](N[C@H](C2C=CC=CC=2)C2C=CC=CN=2)=[O:16])(=[O:9])=[O:8])=[CH:3][CH:2]=1.C1(C2C=CC=CC=2)C=CC(S(N2CCSC2C(O)=O)(=O)=O)=CC=1.C(Cl)(=O)C([Cl:63])=O.CN(C=O)C. (9) The reactants are C([NH:5][S:6]([C:9]1[CH:14]=[CH:13][CH:12]=[C:11]([C:15]2[CH:20]=[C:19]([C:21]3[N:26]=[C:25]([C:27]4[CH:32]=[CH:31][C:30]([Cl:33])=[C:29]([Cl:34])[CH:28]=4)[CH:24]=[C:23]([C:35]([F:38])([F:37])[F:36])[N:22]=3)[CH:18]=[CH:17][N:16]=2)[CH:10]=1)(=[O:8])=[O:7])(C)(C)C.C(O)(C(F)(F)F)=O. The catalyst is ClCCl. The product is [Cl:34][C:29]1[CH:28]=[C:27]([C:25]2[CH:24]=[C:23]([C:35]([F:36])([F:38])[F:37])[N:22]=[C:21]([C:19]3[CH:18]=[CH:17][N:16]=[C:15]([C:11]4[CH:10]=[C:9]([S:6]([NH2:5])(=[O:7])=[O:8])[CH:14]=[CH:13][CH:12]=4)[CH:20]=3)[N:26]=2)[CH:32]=[CH:31][C:30]=1[Cl:33]. The yield is 0.540.